This data is from Forward reaction prediction with 1.9M reactions from USPTO patents (1976-2016). The task is: Predict the product of the given reaction. (1) Given the reactants [Cl:1][C:2]1[CH:3]=[C:4]([CH:18]=[CH:19][CH:20]=1)[CH2:5][N:6]1[CH2:11][CH2:10][N:9]([CH2:12][C:13](OCC)=[O:14])[CH2:8][CH2:7]1.[NH2:21][NH2:22], predict the reaction product. The product is: [Cl:1][C:2]1[CH:3]=[C:4]([CH:18]=[CH:19][CH:20]=1)[CH2:5][N:6]1[CH2:11][CH2:10][N:9]([CH2:12][C:13]([NH:21][NH2:22])=[O:14])[CH2:8][CH2:7]1. (2) Given the reactants [CH3:1][O:2][C:3](=[O:13])[C:4]([CH2:10][CH:11]=C)([CH3:9])[C:5]([O:7][CH3:8])=[O:6].CSC.C[OH:18], predict the reaction product. The product is: [CH3:1][O:2][C:3](=[O:13])[C:4]([CH3:9])([CH2:10][CH:11]=[O:18])[C:5]([O:7][CH3:8])=[O:6]. (3) The product is: [OH:19][C:13]1[CH:14]=[C:15]2[C:10](=[CH:11][CH:12]=1)[C:9]([O:21][C:23]1[CH:30]=[CH:29][C:26]([CH:27]=[O:28])=[C:25]([C:31]([F:34])([F:33])[F:32])[CH:24]=1)=[C:8]([C:4]1[CH:5]=[CH:6][CH:7]=[C:2]([F:1])[CH:3]=1)[C:17]([CH3:18])=[CH:16]2. Given the reactants [F:1][C:2]1[CH:3]=[C:4]([C:8]2[C:17]([CH3:18])=[CH:16][C:15]3[C:10](=[CH:11][CH:12]=[C:13]([O:19]C)[CH:14]=3)[C:9]=2[OH:21])[CH:5]=[CH:6][CH:7]=1.F[C:23]1[CH:30]=[CH:29][C:26]([CH:27]=[O:28])=[C:25]([C:31]([F:34])([F:33])[F:32])[CH:24]=1.C([O-])([O-])=O.[Cs+].[Cs+], predict the reaction product. (4) Given the reactants [F:1][C:2]1[CH:3]=[C:4]([CH:42]=[C:43]([F:45])[CH:44]=1)[CH2:5][C@H:6]([NH:24][C:25]([C:27]1[C:28]2[CH2:29][CH2:30][N:31]([CH2:38][CH2:39][O:40][CH3:41])[C:32](=[O:37])[C:33]=2[CH:34]=[CH:35][CH:36]=1)=[O:26])[C@H:7]([OH:23])[CH2:8][NH:9][C:10]1([C:13]2[CH:18]=[CH:17][CH:16]=[C:15]([C:19]([F:22])([F:21])[F:20])[CH:14]=2)[CH2:12][CH2:11]1.[ClH:46], predict the reaction product. The product is: [ClH:46].[F:1][C:2]1[CH:3]=[C:4]([CH:42]=[C:43]([F:45])[CH:44]=1)[CH2:5][C@H:6]([NH:24][C:25]([C:27]1[C:28]2[CH2:29][CH2:30][N:31]([CH2:38][CH2:39][O:40][CH3:41])[C:32](=[O:37])[C:33]=2[CH:34]=[CH:35][CH:36]=1)=[O:26])[C@H:7]([OH:23])[CH2:8][NH:9][C:10]1([C:13]2[CH:18]=[CH:17][CH:16]=[C:15]([C:19]([F:22])([F:21])[F:20])[CH:14]=2)[CH2:11][CH2:12]1. (5) Given the reactants [NH2:1][C:2]1[CH:9]=[C:8]([O:10][CH:11]2[CH2:16][CH2:15][CH2:14][CH2:13][CH2:12]2)[C:5]([C:6]#[N:7])=[C:4]([CH3:17])[N:3]=1.NC1N=C(C)C(CN[C:28]([C:30]2[CH:31]=[N:32][N:33]([CH2:35][C:36]3[CH:41]=[CH:40][C:39](OC)=[CH:38][CH:37]=3)[CH:34]=2)=[O:29])=C(C)C=1.CCN(C(C)C)C(C)C.CN(C(ON1N=NC2C=CC=NC1=2)=[N+](C)C)C.F[P-](F)(F)(F)(F)F, predict the reaction product. The product is: [NH2:1][C:2]1[N:3]=[C:4]([CH3:17])[C:5]([CH2:6][NH:7][C:28]([C:30]2[CH:31]=[N:32][N:33]([CH2:35][C:36]3[CH:41]=[CH:40][CH:39]=[CH:38][CH:37]=3)[CH:34]=2)=[O:29])=[C:8]([O:10][CH:11]2[CH2:12][CH2:13][CH2:14][CH2:15][CH2:16]2)[CH:9]=1. (6) Given the reactants Cl[C:2]1[N:20]=[C:5]2[C:6]([C:10]3[CH:15]=[CH:14][C:13]([S:16]([CH3:19])(=[O:18])=[O:17])=[CH:12][CH:11]=3)=[CH:7][CH:8]=[CH:9][N:4]2[N:3]=1.[NH2:21][C:22]1[CH:23]=[C:24]([N:28]2[CH2:33][CH2:32][N:31]([CH2:34][CH2:35][OH:36])[CH2:30][CH2:29]2)[CH:25]=[CH:26][CH:27]=1.C1(P(C2CCCCC2)C2C=CC=CC=2C2C=CC=CC=2P(C2CCCCC2)C2CCCCC2)CCCCC1, predict the reaction product. The product is: [CH3:19][S:16]([C:13]1[CH:14]=[CH:15][C:10]([C:6]2[C:5]3[N:4]([N:3]=[C:2]([NH:21][C:22]4[CH:23]=[C:24]([N:28]5[CH2:29][CH2:30][N:31]([CH2:34][CH2:35][OH:36])[CH2:32][CH2:33]5)[CH:25]=[CH:26][CH:27]=4)[N:20]=3)[CH:9]=[CH:8][CH:7]=2)=[CH:11][CH:12]=1)(=[O:18])=[O:17]. (7) Given the reactants [BH4-].[Na+].[Cl-].[Ca+2].[Cl-].[Cl:6][C:7]1[N:17]=[CH:16][C:15]([CH2:18][N:19]2[C:23]([CH3:24])=[C:22]([C:25]3[CH:30]=[CH:29][CH:28]=[C:27]([C:31]#[N:32])[CH:26]=3)[C:21]([C:33]#[N:34])=[C:20]2[CH3:35])=[CH:14][C:8]=1[C:9](OCC)=[O:10].C(O)(=O)CC(CC(O)=O)(C(O)=O)O, predict the reaction product. The product is: [Cl:6][C:7]1[N:17]=[CH:16][C:15]([CH2:18][N:19]2[C:23]([CH3:24])=[C:22]([C:25]3[CH:30]=[CH:29][CH:28]=[C:27]([C:31]#[N:32])[CH:26]=3)[C:21]([C:33]#[N:34])=[C:20]2[CH3:35])=[CH:14][C:8]=1[CH2:9][OH:10]. (8) The product is: [CH2:38]([N:1]1[CH:5]=[C:4]([C:10]2[CH:28]=[CH:27][C:13]([CH2:14][NH:15][C:16]([N:18]3[CH2:26][C:25]4[C:20](=[CH:21][CH:22]=[CH:23][CH:24]=4)[CH2:19]3)=[O:17])=[CH:12][CH:11]=2)[CH:3]=[N:2]1)[CH2:30][CH3:31]. Given the reactants [NH:1]1[CH:5]=[CH:4][C:3](B(O)O)=[N:2]1.Br[C:10]1[CH:28]=[CH:27][C:13]([CH2:14][NH:15][C:16]([N:18]2[CH2:26][C:25]3[C:20](=[CH:21][CH:22]=[CH:23][CH:24]=3)[CH2:19]2)=[O:17])=[CH:12][CH:11]=1.Br[C:30]1[CH:31]=C2C(=C[CH:38]=1)CN(C(NC1C=CC(C(=O)NCCC)=CC=1)=O)C2, predict the reaction product. (9) Given the reactants [C:1]1([S:7]([C:10]2[C:19]3[C:14](=[CH:15][CH:16]=[CH:17][CH:18]=3)[C:13](Br)=[CH:12][CH:11]=2)(=[O:9])=[O:8])[CH:6]=[CH:5][CH:4]=[CH:3][CH:2]=1.C(=O)([O-])[O-].[K+].[K+].[NH:27]1[CH2:32][CH2:31][NH:30][CH2:29][CH2:28]1.[CH3:33][S:34]([OH:37])(=[O:36])=[O:35], predict the reaction product. The product is: [CH3:33][S:34]([OH:37])(=[O:36])=[O:35].[C:1]1([S:7]([C:10]2[C:19]3[C:14](=[CH:15][CH:16]=[CH:17][CH:18]=3)[C:13]([N:27]3[CH2:32][CH2:31][NH:30][CH2:29][CH2:28]3)=[CH:12][CH:11]=2)(=[O:9])=[O:8])[CH:6]=[CH:5][CH:4]=[CH:3][CH:2]=1.